The task is: Predict the product of the given reaction.. This data is from Forward reaction prediction with 1.9M reactions from USPTO patents (1976-2016). (1) Given the reactants [CH3:1][C:2]1[CH:10]=[C:9]2[C:5]([C:6]([CH2:17][C:18]3[N:23]=[C:22]([C:24]([O:26][CH3:27])=[O:25])[CH:21]=[CH:20][CH:19]=3)=[C:7]([C:11]3[CH:16]=[CH:15][CH:14]=[CH:13][CH:12]=3)[NH:8]2)=[CH:4][CH:3]=1.[H-].[Na+].CI.[C:32](OCC)(=O)C, predict the reaction product. The product is: [CH3:32][N:8]1[C:9]2[C:5](=[CH:4][CH:3]=[C:2]([CH3:1])[CH:10]=2)[C:6]([CH2:17][C:18]2[N:23]=[C:22]([C:24]([O:26][CH3:27])=[O:25])[CH:21]=[CH:20][CH:19]=2)=[C:7]1[C:11]1[CH:12]=[CH:13][CH:14]=[CH:15][CH:16]=1. (2) Given the reactants [NH:1]1[CH:5]=[C:4]([C:6]2[CH:22]=[CH:21][C:9]3[C:10]4[N:11]=[C:12]([C:18](O)=[O:19])[S:13][C:14]=4[CH2:15][CH2:16][O:17][C:8]=3[CH:7]=2)[CH:3]=[N:2]1.[NH:23]1[CH2:28][CH2:27][CH2:26][CH2:25][CH2:24]1, predict the reaction product. The product is: [N:23]1([C:18]([C:12]2[S:13][C:14]3[CH2:15][CH2:16][O:17][C:8]4[CH:7]=[C:6]([C:4]5[CH:3]=[N:2][NH:1][CH:5]=5)[CH:22]=[CH:21][C:9]=4[C:10]=3[N:11]=2)=[O:19])[CH2:28][CH2:27][CH2:26][CH2:25][CH2:24]1. (3) Given the reactants [OH:1][C@H:2]1[CH2:19][CH2:18][C@@:17]2([CH3:20])[C@@H:4]([CH2:5][CH2:6][C@:7]3([CH3:48])[C@@H:16]2[CH2:15][CH2:14][C@H:13]2[C@@:8]3([CH3:47])[CH2:9][CH2:10][C@@:11]3([C:27]([N:29]4[CH2:33][CH2:32][CH2:31][C@H:30]4[C:34]4[NH:35][C:36]([C:39]5[CH:44]=[CH:43][C:42]([O:45][CH3:46])=[CH:41][CH:40]=5)=[CH:37][N:38]=4)=[O:28])[CH2:23][CH2:22][C@@H:21]([CH:24]([CH3:26])[CH3:25])[C@@H:12]32)[C:3]1([CH3:50])[CH3:49].[CH3:51][C:52]1([CH3:59])[CH2:57][C:56](=[O:58])[O:55][C:53]1=[O:54], predict the reaction product. The product is: [CH:24]([C@H:21]1[C@@H:12]2[C@@H:13]3[C@@:8]([CH3:47])([CH2:9][CH2:10][C@@:11]2([C:27]([N:29]2[CH2:33][CH2:32][CH2:31][C@H:30]2[C:34]2[NH:35][C:36]([C:39]4[CH:40]=[CH:41][C:42]([O:45][CH3:46])=[CH:43][CH:44]=4)=[CH:37][N:38]=2)=[O:28])[CH2:23][CH2:22]1)[C@@:7]1([CH3:48])[C@@H:16]([C@:17]2([CH3:20])[C@@H:4]([CH2:5][CH2:6]1)[C:3]([CH3:50])([CH3:49])[C@@H:2]([O:1][C:56](=[O:58])[CH2:57][C:52]([CH3:59])([CH3:51])[C:53]([OH:55])=[O:54])[CH2:19][CH2:18]2)[CH2:15][CH2:14]3)([CH3:25])[CH3:26].